Dataset: Reaction yield outcomes from USPTO patents with 853,638 reactions. Task: Predict the reaction yield, written as a fraction of the theoretical maximum amount of product (1.0 means a 100% yield; for example, 0.34 means a 34% yield). The yield is 0.570. The reactants are [OH:1][C:2]1[CH:3]=[C:4]([CH:7]=[CH:8][CH:9]=1)[CH:5]=[O:6].C(=O)([O-])[O-].[K+].[K+].Cl.[N:17]1[CH:22]=[CH:21][CH:20]=[CH:19][C:18]=1[CH2:23]Cl. The catalyst is CN(C)C=O. The product is [N:17]1[CH:22]=[CH:21][CH:20]=[CH:19][C:18]=1[CH2:23][O:1][C:2]1[CH:3]=[C:4]([CH:7]=[CH:8][CH:9]=1)[CH:5]=[O:6].